This data is from Catalyst prediction with 721,799 reactions and 888 catalyst types from USPTO. The task is: Predict which catalyst facilitates the given reaction. Reactant: [N:1]([C@@H:4]1[C@@H:34]([CH3:35])[O:33][C@H:7]([S:8][C@@:9]2([CH2:31][CH3:32])[O:26][C@H:25]([CH3:27])[C@@H:24]([N:28]=[N+:29]=[N-:30])[C@H:15]([O:16][CH2:17][C:18]3[CH:23]=[CH:22][CH:21]=[CH:20][CH:19]=3)[C@@H:10]2[O:11]C(=O)C)[C@@H:6]([OH:36])[C@H:5]1[O:37][CH2:38][C:39]1[CH:44]=[CH:43][CH:42]=[CH:41][CH:40]=1)=[N+:2]=[N-:3].C[O-].[Na+]. Product: [N:1]([C@@H:4]1[C@@H:34]([CH3:35])[O:33][C@H:7]([S:8][C@@:9]2([CH2:31][CH3:32])[O:26][C@H:25]([CH3:27])[C@@H:24]([N:28]=[N+:29]=[N-:30])[C@H:15]([O:16][CH2:17][C:18]3[CH:23]=[CH:22][CH:21]=[CH:20][CH:19]=3)[C@@H:10]2[OH:11])[C@@H:6]([OH:36])[C@H:5]1[O:37][CH2:38][C:39]1[CH:40]=[CH:41][CH:42]=[CH:43][CH:44]=1)=[N+:2]=[N-:3]. The catalyst class is: 5.